Dataset: Forward reaction prediction with 1.9M reactions from USPTO patents (1976-2016). Task: Predict the product of the given reaction. (1) Given the reactants [C:1]12([NH:6][C:7]([C:9]3[CH:10]=[C:11]([C:15]4[C:16]([CH2:35][C:36](O)=[O:37])=[CH:17][C:18]5[O:22][C:21]([C:23]6[CH:28]=[CH:27][C:26]([F:29])=[CH:25][CH:24]=6)=[C:20]([C:30](=[O:33])[NH:31][CH3:32])[C:19]=5[CH:34]=4)[CH:12]=[CH:13][CH:14]=3)=[O:8])[CH2:5][CH:3]([CH2:4]1)[CH2:2]2.[Cl-].[NH4+].CC[N:43](C(C)C)C(C)C.CN(C(ON1N=NC2C=CC=NC1=2)=[N+](C)C)C.F[P-](F)(F)(F)(F)F, predict the reaction product. The product is: [NH2:43][C:36](=[O:37])[CH2:35][C:16]1[C:15]([C:11]2[CH:12]=[CH:13][CH:14]=[C:9]([C:7](=[O:8])[NH:6][C:1]34[CH2:5][CH:3]([CH2:4]3)[CH2:2]4)[CH:10]=2)=[CH:34][C:19]2[C:20]([C:30]([NH:31][CH3:32])=[O:33])=[C:21]([C:23]3[CH:28]=[CH:27][C:26]([F:29])=[CH:25][CH:24]=3)[O:22][C:18]=2[CH:17]=1. (2) Given the reactants [Cl:1][C:2]1[CH:51]=[CH:50][C:5]([C:6]([NH:8][C:9]2[CH:10]=[CH:11][C:12]([N:15]([CH2:23][CH2:24][N:25]3[C:29]([NH:30]C(C4C=CC=CC=4)(C4C=CC=CC=4)C4C=CC=CC=4)=[CH:28][CH:27]=[N:26]3)C(=O)OC(C)(C)C)=[N:13][CH:14]=2)=[O:7])=[C:4]([N:52]([CH3:54])[CH3:53])[CH:3]=1.FC(F)(F)C(O)=O, predict the reaction product. The product is: [NH2:30][C:29]1[N:25]([CH2:24][CH2:23][NH:15][C:12]2[N:13]=[CH:14][C:9]([NH:8][C:6](=[O:7])[C:5]3[CH:50]=[CH:51][C:2]([Cl:1])=[CH:3][C:4]=3[N:52]([CH3:53])[CH3:54])=[CH:10][CH:11]=2)[N:26]=[CH:27][CH:28]=1. (3) Given the reactants [CH2:1]([C:3]1[CH:8]=[CH:7][C:6]([C:9]2[C:10]([CH:14]=[O:15])=[CH:11][S:12][CH:13]=2)=[CH:5][CH:4]=1)[CH3:2].[BH4-].[Na+], predict the reaction product. The product is: [CH2:1]([C:3]1[CH:4]=[CH:5][C:6]([C:9]2[C:10]([CH2:14][OH:15])=[CH:11][S:12][CH:13]=2)=[CH:7][CH:8]=1)[CH3:2]. (4) Given the reactants C(OC([NH:11][C@H:12]([C:20]([OH:22])=O)[CH2:13][CH2:14][CH2:15][NH:16][C:17](=[NH:19])[NH2:18])=O)C1C=CC=CC=1.[CH:23]1([S:29]([Cl:32])(=[O:31])=[O:30])[CH2:28][CH2:27][CH2:26][CH2:25][CH2:24]1.[NH:33]1[CH2:37][CH2:36][CH2:35][CH2:34]1, predict the reaction product. The product is: [ClH:32].[NH:19]=[C:17]([NH:18][S:29]([CH:23]1[CH2:28][CH2:27][CH2:26][CH2:25][CH2:24]1)(=[O:31])=[O:30])[NH:16][CH2:15][CH2:14][CH2:13][C@@H:12]([C:20]([N:33]1[CH2:37][CH2:36][CH2:35][CH2:34]1)=[O:22])[NH2:11]. (5) Given the reactants [F:1][C:2]1[CH:3]=[C:4]([CH:7]=[CH:8][CH:9]=1)[CH:5]=[O:6].[N+:10]([CH3:13])([O-:12])=[O:11].[OH-].[Na+].Cl, predict the reaction product. The product is: [F:1][C:2]1[CH:3]=[C:4]([CH:5]([OH:6])[CH2:13][N+:10]([O-:12])=[O:11])[CH:7]=[CH:8][CH:9]=1. (6) Given the reactants [CH2:1]([O:8][C:9]1[CH:14]=[CH:13][C:12]([C:15]2[N:33]([CH2:34][O:35][CH2:36][CH2:37][Si:38]([CH3:41])([CH3:40])[CH3:39])[C:18]3[N:19]=[CH:20][N:21]=[C:22]([O:23][C:24]4[CH:25]=[C:26]5[C:30](=[CH:31][CH:32]=4)[NH:29][CH:28]=[CH:27]5)[C:17]=3[CH:16]=2)=[CH:11][CH:10]=1)[C:2]1[CH:7]=[CH:6][CH:5]=[CH:4][CH:3]=1.[H-].[Na+].[CH2:44]([NH:46][C:47](=O)[O:48]C1C=CC=CC=1)[CH3:45].O, predict the reaction product. The product is: [CH2:44]([NH:46][C:47]([N:29]1[C:30]2[C:26](=[CH:25][C:24]([O:23][C:22]3[C:17]4[CH:16]=[C:15]([C:12]5[CH:11]=[CH:10][C:9]([O:8][CH2:1][C:2]6[CH:7]=[CH:6][CH:5]=[CH:4][CH:3]=6)=[CH:14][CH:13]=5)[N:33]([CH2:34][O:35][CH2:36][CH2:37][Si:38]([CH3:41])([CH3:40])[CH3:39])[C:18]=4[N:19]=[CH:20][N:21]=3)=[CH:32][CH:31]=2)[CH:27]=[CH:28]1)=[O:48])[CH3:45]. (7) Given the reactants Br[C:2]1[CH:7]=[CH:6][CH:5]=[CH:4][C:3]=1[CH3:8].[C:9]1([CH3:17])[C:10]([CH:15]=[O:16])=[CH:11][CH:12]=[CH:13][CH:14]=1.[Li]CCCC, predict the reaction product. The product is: [CH3:17][C:9]1[CH:14]=[CH:13][CH:12]=[CH:11][C:10]=1[CH:15]([C:2]1[CH:7]=[CH:6][CH:5]=[CH:4][C:3]=1[CH3:8])[OH:16].